This data is from Drug-target binding data from BindingDB using IC50 measurements. The task is: Regression. Given a target protein amino acid sequence and a drug SMILES string, predict the binding affinity score between them. We predict pIC50 (pIC50 = -log10(IC50 in M); higher means more potent). Dataset: bindingdb_ic50. (1) The small molecule is NS(=O)(=O)c1ccc(NN=C2CCNC(=O)c3[nH]c4ccc(F)cc4c32)cc1. The target protein (Q15078) has sequence MGTVLSLSPSYRKATLFEDGAATVGHYTAVQNSKNAKDKNLKRHSIISVLPWKRIVAVSAKKKNSKKVQPNSSYQNNITHLNNENLKKSLSCANLSTFAQPPPAQPPAPPASQLSGSQTGGSSSVKKAPHPAVTSAGTPKRVIVQASTSELLRCLGEFLCRRCYRLKHLSPTDPVLWLRSVDRSLLLQGWQDQGFITPANVVFLYMLCRDVISSEVGSDHELQAVLLTCLYLSYSYMGNEISYPLKPFLVESCKEAFWDRCLSVINLMSSKMLQINADPHYFTQVFSDLKNESGQEDKKRLLLGLDR. The pIC50 is 7.2. (2) The compound is CCc1cc(Br)cc(Nc2cc(C)nc(N)n2)c1. The target protein sequence is MEAAHFFEGTEKLLEVWFSRQQPDANQGSGDLRTIPRSEWDILLKDVQCSIISVTKTDKQEAYVLSESSMFVSKRRFILKTCGTTLLLKALVPLLKLARDYSGFDSIQSFFYSRKNFMKPSHQGYPHRNFQEEIEFLNAIFPNGAAYCMGRMNSDCWYLYTLDFPESRVISQPDQTLEILMSELDPAVMDQFYMKDGVTAKDVTRESGIRDLIPGSVIDATMFNPCGYSMNGMKSDGTYWTIHITPEPEFSYVSFETNLSQTSYDDLIRKVVEVFKPGKFVTTLFVNQSSKCRTVLASPQKIEGFKRLDCQSAMFNDYNFVFTSFAKKQQQQQS. The pIC50 is 3.7. (3) The compound is O=C1CCCCCCC1. The target protein (P10938) has sequence MSGTDRSQAAGAVPDSDPGLAAVSSAYQRFEPRAYLRNNYAPPRGDLSCPDGVGPWKLRCLAQTFATGEVSGRTLIDIGSGPTIYQLLSACAHFEDITMTDFLEVNRQELRLWLREEPGAFDWSVYSQHVCLIEGKGESWQEKECQLRARVKRILPIDVHRPQPLGAGGLAPLPADALVSAFCLEAVSPDLASFQRALDHITTLLRPGGHLLLIGALEESWYLAGEARLAVVPVREEEVREALVRTATRCGICARTPMPAHLQTGVDDVKGIFFTRAQKKVGV. The pIC50 is 4.1. (4) The compound is COC[C@@H](C(O)[C@H](O)C(=O)NCCC(C)c1nc(/C=C/CC2OC3(C[C@@H](OC(C)=O)[C@@H]2C)O[C@H]([C@H](C[C@H](OC(C)=O)C(C)[C@H](OC(C)=O)C(C)/C=C(C)/C(C)=C/C=C/C(C)=C/C#N)OC)[C@H](OP(=O)(O)O)C3(C)C)co1)N(C)C. The target protein (Q13522) has sequence MEQDNSPRKIQFTVPLLEPHLDPEAAEQIRRRRPTPATLVLTSDQSSPEIDEDRIPNPHLKSTLAMSPRQRKKMTRITPTMKELQMMVEHHLGQQQQGEEPEGAAESTETQESRPPGIPDTEVESRLGTSGTAKKTAECIPKTHERGSKEPSTKEPSTHIPPLDSKGANSV. The pIC50 is 5.0.